Predict the reaction yield, written as a fraction of the theoretical maximum amount of product (1.0 means a 100% yield; for example, 0.34 means a 34% yield). From a dataset of Reaction yield outcomes from USPTO patents with 853,638 reactions. (1) The yield is 0.00100. The product is [C:12]([OH:15])([C:2]([F:11])([F:10])[F:1])=[O:13].[OH2:22].[C:12]([OH:15])([C:2]([F:11])([F:10])[F:1])=[O:13]. The reactants are [F:1][C:2]([F:11])([F:10])C1C=CN=C(S)C=1.[C:12]([O-:15])([O-])=[O:13].[K+].[K+].CN(C=[O:22])C. The catalyst is CC#N. (2) The reactants are Br[CH2:2][C:3]([C:5]1[CH:10]=[CH:9][C:8]([CH3:11])=[C:7]([CH3:12])[CH:6]=1)=[O:4].[CH3:13][CH:14](C)[CH2:15]N(C=CC)CC(C)C.[OH:25][CH2:26][C:27]([CH3:31])([CH2:29][OH:30])[CH3:28].S(=O)(=O)(O)O. The catalyst is O.CN(C)C=O. The product is [CH3:28][C:27]1([CH3:31])[CH2:29][O:30][CH:13]([CH:14]([CH3:15])[CH2:2][C:3]([C:5]2[CH:10]=[CH:9][C:8]([CH3:11])=[C:7]([CH3:12])[CH:6]=2)=[O:4])[O:25][CH2:26]1. The yield is 0.830. (3) The reactants are [Cl:1][C:2]1[C:37]([Cl:38])=[CH:36][C:5]2[N:6]=[C:7]([C:9]3[N:10](S(C4C=CC(C)=CC=4)(=O)=O)[C:11]4[C:16]([CH:17]=3)=[CH:15][C:14]([CH:18]=[C:19]3[S:23][C:22](=[O:24])[NH:21][C:20]3=[O:25])=[CH:13][CH:12]=4)[NH:8][C:4]=2[CH:3]=1.[OH-].[Na+]. The catalyst is CO. The product is [Cl:1][C:2]1[C:37]([Cl:38])=[CH:36][C:5]2[N:6]=[C:7]([C:9]3[NH:10][C:11]4[C:16]([CH:17]=3)=[CH:15][C:14]([CH:18]=[C:19]3[S:23][C:22](=[O:24])[NH:21][C:20]3=[O:25])=[CH:13][CH:12]=4)[NH:8][C:4]=2[CH:3]=1. The yield is 0.180.